Dataset: Catalyst prediction with 721,799 reactions and 888 catalyst types from USPTO. Task: Predict which catalyst facilitates the given reaction. (1) Reactant: [CH2:1]([NH:4][CH2:5][CH2:6][CH3:7])[CH2:2][CH3:3].C(N(CC)C(C)C)(C)C.[F:17][C:18]([F:46])([F:45])[C:19]1[CH:20]=[C:21]([CH:42]=[CH:43][CH:44]=1)[CH2:22][NH:23][C:24](=[O:41])[C:25]1[CH:30]=[CH:29][N:28]=[C:27]([C:31]2[CH:36]=[C:35](F)[CH:34]=[CH:33][C:32]=2[N+:38]([O-:40])=[O:39])[CH:26]=1. Product: [F:17][C:18]([F:45])([F:46])[C:19]1[CH:20]=[C:21]([CH:42]=[CH:43][CH:44]=1)[CH2:22][NH:23][C:24](=[O:41])[C:25]1[CH:30]=[CH:29][N:28]=[C:27]([C:31]2[CH:36]=[C:35]([N:4]([CH2:5][CH2:6][CH3:7])[CH2:1][CH2:2][CH3:3])[CH:34]=[CH:33][C:32]=2[N+:38]([O-:40])=[O:39])[CH:26]=1. The catalyst class is: 35. (2) Reactant: [Cl:1][C:2](Cl)([O:4]C(=O)OC(Cl)(Cl)Cl)Cl.N1C=CC=CC=1.[C:19]1([CH:25]2[CH2:30][CH2:29][NH:28][CH2:27][CH2:26]2)[CH:24]=[CH:23][CH:22]=[CH:21][CH:20]=1.Cl. Product: [C:19]1([CH:25]2[CH2:26][CH2:27][N:28]([C:2]([Cl:1])=[O:4])[CH2:29][CH2:30]2)[CH:24]=[CH:23][CH:22]=[CH:21][CH:20]=1. The catalyst class is: 4.